Task: Regression/Classification. Given a drug SMILES string, predict its toxicity properties. Task type varies by dataset: regression for continuous values (e.g., LD50, hERG inhibition percentage) or binary classification for toxic/non-toxic outcomes (e.g., AMES mutagenicity, cardiotoxicity, hepatotoxicity). Dataset: ames.. Dataset: Ames mutagenicity test results for genotoxicity prediction (1) The drug is CCOC(=O)CBr. The result is 1 (mutagenic). (2) The drug is Cn1ccc2c3c(ccc4ccc(O)cc43)ccc21. The result is 1 (mutagenic).